From a dataset of Reaction yield outcomes from USPTO patents with 853,638 reactions. Predict the reaction yield, written as a fraction of the theoretical maximum amount of product (1.0 means a 100% yield; for example, 0.34 means a 34% yield). (1) The reactants are [CH3:1][O:2][C:3]1[CH:8]=[CH:7][C:6]([CH:9]([N:11]2[CH2:16][CH2:15][C:14]([CH2:18][C:19](=[O:26])[C:20]3[CH:25]=[CH:24][CH:23]=[CH:22][CH:21]=3)(O)[CH2:13][CH2:12]2)[CH3:10])=[CH:5][CH:4]=1.C(=O)=O.CC(C)=O.CCN(S(F)(F)[F:40])CC.[Cl:43]CCl. No catalyst specified. The product is [ClH:43].[CH3:1][O:2][C:3]1[CH:8]=[CH:7][C:6]([CH:9]([N:11]2[CH2:16][CH2:15][C:14]([CH2:18][C:19](=[O:26])[C:20]3[CH:25]=[CH:24][CH:23]=[CH:22][CH:21]=3)([F:40])[CH2:13][CH2:12]2)[CH3:10])=[CH:5][CH:4]=1. The yield is 0.348. (2) The reactants are [NH:1]1[C:9]2[C:4](=[CH:5][CH:6]=[CH:7][CH:8]=2)[C:3](/[CH:10]=[C:11]2\[O:12][C:13]3[C:20]([CH2:21][N:22]4[CH2:27][CH2:26][N:25](C(OC(C)(C)C)=O)[CH2:24][CH2:23]4)=[C:19]([OH:35])[CH:18]=[CH:17][C:14]=3[C:15]\2=[O:16])=[CH:2]1.Cl. The catalyst is C(Cl)Cl.O1CCOCC1. The product is [NH:1]1[C:9]2[C:4](=[CH:5][CH:6]=[CH:7][CH:8]=2)[C:3](/[CH:10]=[C:11]2\[O:12][C:13]3[C:20]([CH2:21][N:22]4[CH2:23][CH2:24][NH:25][CH2:26][CH2:27]4)=[C:19]([OH:35])[CH:18]=[CH:17][C:14]=3[C:15]\2=[O:16])=[CH:2]1. The yield is 0.600. (3) The reactants are [N+:1]([C:4]1[CH:12]=[CH:11][C:7]([C:8]([OH:10])=O)=[CH:6][CH:5]=1)([O-:3])=[O:2].CCN=C=NCCCN(C)C.Cl.C1C=CC2N(O)N=NC=2C=1.[C:35]([N:42]1[CH2:47][CH2:46][NH:45][CH2:44][CH2:43]1)([O:37][C:38]([CH3:41])([CH3:40])[CH3:39])=[O:36].CCN(CC)CC. The yield is 0.600. The catalyst is C(Cl)Cl. The product is [N+:1]([C:4]1[CH:5]=[CH:6][C:7]([C:8]([N:45]2[CH2:44][CH2:43][N:42]([C:35]([O:37][C:38]([CH3:41])([CH3:40])[CH3:39])=[O:36])[CH2:47][CH2:46]2)=[O:10])=[CH:11][CH:12]=1)([O-:3])=[O:2].